Task: Predict the reactants needed to synthesize the given product.. Dataset: Full USPTO retrosynthesis dataset with 1.9M reactions from patents (1976-2016) (1) The reactants are: [C:1](O)([C:3](F)(F)F)=[O:2].[F:8][CH2:9][CH2:10][CH2:11][CH2:12][NH2:13].F[C:15]1[C:16]([N+:21]([O-])=O)=[N:17][CH:18]=[CH:19][CH:20]=1. Given the product [F:8][CH2:9][CH2:10][CH2:11][CH2:12][N:13]1[C:15]2[C:16](=[N:17][CH:18]=[CH:19][CH:20]=2)[N:21]=[C:3]1[CH2:1][OH:2], predict the reactants needed to synthesize it. (2) Given the product [CH3:16][NH:17][C:18]([C:20]1[CH:25]=[C:24]([O:8][C:5]2[CH:6]=[CH:7][C:2]([NH2:1])=[C:3]([Cl:9])[CH:4]=2)[CH:23]=[CH:22][N:21]=1)=[O:19], predict the reactants needed to synthesize it. The reactants are: [NH2:1][C:2]1[CH:7]=[CH:6][C:5]([OH:8])=[CH:4][C:3]=1[Cl:9].CC(C)([O-])C.[K+].[CH3:16][NH:17][C:18]([C:20]1[CH:25]=[C:24](Cl)[CH:23]=[CH:22][N:21]=1)=[O:19]. (3) Given the product [Cl:26][C:25]1[N:24]=[CH:23][N:22]([C:12]2[CH:13]=[CH:14][C:9]([NH:8][C:2]3[N:7]=[C:6]([NH:8][C:9]4[CH:14]=[CH:13][C:12]5[O:15][CH2:16][CH2:17][O:18][C:11]=5[CH:10]=4)[C:5]([F:19])=[CH:4][N:3]=3)=[CH:10][CH:11]=2)[C:21]=1[Cl:20], predict the reactants needed to synthesize it. The reactants are: Cl[C:2]1[N:7]=[C:6]([NH:8][C:9]2[CH:14]=[CH:13][C:12]3[O:15][CH2:16][CH2:17][O:18][C:11]=3[CH:10]=2)[C:5]([F:19])=[CH:4][N:3]=1.[Cl:20][C:21]1[N:22]=[C:23](N)[NH:24][C:25]=1[Cl:26]. (4) Given the product [C:1]([O:5][C:6]([N:8]1[CH2:13][CH2:12][C:11]([CH2:15][S:40]([C:33]2[CH:32]=[CH:31][C:30]([C:34]([O:36][CH3:48])=[O:35])=[CH:29][CH:28]=2)(=[O:44])=[O:42])([OH:14])[CH2:10][CH2:9]1)=[O:7])([CH3:4])([CH3:2])[CH3:3], predict the reactants needed to synthesize it. The reactants are: [C:1]([O:5][C:6]([N:8]1[CH2:13][CH2:12][C:11]([CH2:15]SC2C=CC(C(OC)=O)=CC=2)([OH:14])[CH2:10][CH2:9]1)=[O:7])([CH3:4])([CH3:3])[CH3:2].Cl[C:28]1[CH:33]=[CH:32][CH:31]=[C:30]([C:34]([O:36]O)=[O:35])[CH:29]=1.[I-].[K+].[S:40]([O-:44])([O-])(=[O:42])=S.[Na+].[Na+].[I-].[C:48](=O)([O-])[O-].[K+].[K+]. (5) Given the product [CH2:1]([N:8]1[C:13](=[O:14])[C:12]2[CH:15]=[C:16]([Br:18])[S:17][C:11]=2[N:10]=[C:9]1[CH:19]([NH:27][CH2:26][CH2:25][N:24]([CH3:28])[CH3:23])[CH2:20][CH3:21])[C:2]1[CH:7]=[CH:6][CH:5]=[CH:4][CH:3]=1, predict the reactants needed to synthesize it. The reactants are: [CH2:1]([N:8]1[C:13](=[O:14])[C:12]2[CH:15]=[C:16]([Br:18])[S:17][C:11]=2[N:10]=[C:9]1[CH:19](Br)[CH2:20][CH3:21])[C:2]1[CH:7]=[CH:6][CH:5]=[CH:4][CH:3]=1.[CH3:23][N:24]([CH3:28])[CH2:25][CH2:26][NH2:27]. (6) Given the product [Br:12][C:13]1[CH:14]=[CH:15][C:16](=[O:19])[N:17]([CH2:10][CH2:9][C:8]#[C:7][C:2]2[CH:3]=[CH:4][CH:5]=[CH:6][N:1]=2)[CH:18]=1.[Br:12][C:13]1[CH:14]=[CH:15][C:16](=[O:19])[N:17]([C:10]#[C:9][CH2:8][CH2:7][C:2]2[CH:3]=[CH:4][CH:5]=[CH:6][N:1]=2)[CH:18]=1, predict the reactants needed to synthesize it. The reactants are: [N:1]1[CH:6]=[CH:5][CH:4]=[CH:3][C:2]=1[C:7]#[C:8][CH2:9][CH2:10]O.[Br:12][C:13]1[CH:14]=[CH:15][C:16](=[O:19])[NH:17][CH:18]=1. (7) Given the product [Cl:15][C:16]1[CH:17]=[N:18][CH:19]=[C:20]([O:22][C:2]2[CH:7]=[CH:6][C:5]([N+:8]([O-:10])=[O:9])=[CH:4][C:3]=2[C:11]([F:14])([F:13])[F:12])[CH:21]=1, predict the reactants needed to synthesize it. The reactants are: F[C:2]1[CH:7]=[CH:6][C:5]([N+:8]([O-:10])=[O:9])=[CH:4][C:3]=1[C:11]([F:14])([F:13])[F:12].[Cl:15][C:16]1[CH:17]=[N:18][CH:19]=[C:20]([OH:22])[CH:21]=1.C(=O)([O-])[O-].[K+].[K+].